This data is from Forward reaction prediction with 1.9M reactions from USPTO patents (1976-2016). The task is: Predict the product of the given reaction. (1) Given the reactants C(OC([N:8]1[CH2:13][CH2:12][CH:11]([CH2:14][NH:15][C:16](=[O:27])[C:17]2[CH:22]=[CH:21][C:20]([C:23]([CH3:26])([CH3:25])[CH3:24])=[CH:19][CH:18]=2)[CH2:10][CH2:9]1)=O)(C)(C)C.FC(F)(F)C(O)=O, predict the reaction product. The product is: [C:23]([C:20]1[CH:21]=[CH:22][C:17]([C:16]([NH:15][CH2:14][CH:11]2[CH2:10][CH2:9][NH:8][CH2:13][CH2:12]2)=[O:27])=[CH:18][CH:19]=1)([CH3:26])([CH3:24])[CH3:25]. (2) Given the reactants C([O:8][CH2:9][CH2:10][CH2:11][C:12](O)=[O:13])C1C=CC=CC=1.S(Cl)(Cl)=O.[CH3:19][CH:20]([OH:22])[CH3:21], predict the reaction product. The product is: [OH:13][CH2:12][CH2:11][CH2:10][C:9]([O:22][CH:20]([CH3:21])[CH3:19])=[O:8]. (3) Given the reactants [CH:1]12[O:8][CH:5]([CH2:6][CH2:7]1)[CH2:4][N:3]([C:9]1[CH:14]=[CH:13][N:12]=[C:11]3[N:15]([CH3:20])[CH:16]=[C:17]([CH:18]=O)[C:10]=13)[CH2:2]2.[CH3:21][NH:22][C:23]([NH:25][C:26]1[CH:27]=[CH:28][C:29]2[O:33][CH2:32][C:31](=[O:34])[C:30]=2[CH:35]=1)=[O:24], predict the reaction product. The product is: [CH:1]12[O:8][CH:5]([CH2:6][CH2:7]1)[CH2:4][N:3]([C:9]1[CH:14]=[CH:13][N:12]=[C:11]3[N:15]([CH3:20])[CH:16]=[C:17](/[CH:18]=[C:32]4\[O:33][C:29]5[CH:28]=[CH:27][C:26]([NH:25][C:23]([NH:22][CH3:21])=[O:24])=[CH:35][C:30]=5[C:31]\4=[O:34])[C:10]=13)[CH2:2]2. (4) Given the reactants [BH4-].[Na+].[CH:3]([C@@H:5]1[CH2:31][CH2:30][C@H:8]2[C:9]([CH3:29])([CH3:28])[O:10][C:11]3[C:16]([C@H:7]2[CH2:6]1)=[C:15]([OH:17])[CH:14]=[C:13]([C:18]([CH3:27])([CH3:26])[C:19]([O:21][CH2:22][CH2:23][CH2:24][CH3:25])=[O:20])[CH:12]=3)=[O:4].CCCCCC, predict the reaction product. The product is: [OH:17][C:15]1[CH:14]=[C:13]([C:18]([CH3:26])([CH3:27])[C:19]([O:21][CH2:22][CH2:23][CH2:24][CH3:25])=[O:20])[CH:12]=[C:11]2[C:16]=1[C@H:7]1[CH2:6][C@H:5]([CH2:3][OH:4])[CH2:31][CH2:30][C@H:8]1[C:9]([CH3:29])([CH3:28])[O:10]2. (5) Given the reactants Cl[C:2]1[C:11]2[C:6](=[CH:7][CH:8]=[CH:9][CH:10]=2)[N:5]=[CH:4][C:3]=1[N+:12]([O-:14])=[O:13].[Si:15]([O:22][C:23]1([CH2:29][CH2:30][CH2:31][NH2:32])[CH2:28][CH2:27][CH2:26][CH2:25][CH2:24]1)([C:18]([CH3:21])([CH3:20])[CH3:19])([CH3:17])[CH3:16].C(N(CC)CC)C, predict the reaction product. The product is: [Si:15]([O:22][C:23]1([CH2:29][CH2:30][CH2:31][NH:32][C:2]2[C:11]3[C:6](=[CH:7][CH:8]=[CH:9][CH:10]=3)[N:5]=[CH:4][C:3]=2[N+:12]([O-:14])=[O:13])[CH2:28][CH2:27][CH2:26][CH2:25][CH2:24]1)([C:18]([CH3:21])([CH3:20])[CH3:19])([CH3:17])[CH3:16]. (6) Given the reactants NC1(C2C=CC(C3C(=O)C4C(=CC([C:23]([NH2:25])=[O:24])=CC=4)OC=3C3C=CC=CC=3)=CC=2)CCC1.[C:32]([O:36][C:37](=[O:69])[NH:38][C:39]1([C:43]2[CH:48]=[CH:47][C:46]([C:49]3[C:58](=[O:59])[C:57]4[C:52](=[CH:53][C:54](Br)=[C:55]([O:60][CH3:61])[CH:56]=4)[O:51][C:50]=3[C:63]3[CH:68]=[CH:67][CH:66]=[CH:65][CH:64]=3)=[CH:45][CH:44]=2)[CH2:42][CH2:41][CH2:40]1)([CH3:35])([CH3:34])[CH3:33], predict the reaction product. The product is: [C:32]([O:36][C:37](=[O:69])[NH:38][C:39]1([C:43]2[CH:48]=[CH:47][C:46]([C:49]3[C:58](=[O:59])[C:57]4[C:52](=[CH:53][C:54]([C:23](=[O:24])[NH2:25])=[C:55]([O:60][CH3:61])[CH:56]=4)[O:51][C:50]=3[C:63]3[CH:68]=[CH:67][CH:66]=[CH:65][CH:64]=3)=[CH:45][CH:44]=2)[CH2:42][CH2:41][CH2:40]1)([CH3:35])([CH3:34])[CH3:33]. (7) Given the reactants C(C1NC=CN=1)(C1NC=CN=1)=O.CO.[P:15]([O-:19])([O-:18])([O-:17])=[O:16].[CH2:20]([NH+:24]([CH2:29][CH2:30]CC)[CH2:25][CH2:26]CC)[CH2:21]CC.C([NH+](CCCC)CCCC)CCC.C([NH+](CCCC)CCCC)CCC, predict the reaction product. The product is: [CH2:20]([NH+:24]([CH2:29][CH3:30])[CH2:25][CH3:26])[CH3:21].[O-:16][P:15]([O:19][P:15]([O-:18])([O-:17])=[O:16])(=[O:18])[O-:17]. (8) Given the reactants [C:1]([OH:8])(=[O:7])/[CH:2]=[CH:3]\[C:4]([OH:6])=[O:5].[C:9]([OH:13])(=[O:12])[CH:10]=[CH2:11], predict the reaction product. The product is: [C:1]([OH:8])(=[O:7])/[CH:2]=[CH:3]\[C:4]([OH:6])=[O:5].[C:9]([OH:13])(=[O:12])[CH:10]=[CH2:11]. (9) Given the reactants [CH3:1][O:2][CH2:3][C:4]([OH:6])=O.[Cl:7][C:8]1[CH:9]=[C:10]([NH:22][C:23]2[C:32]3[C:27](=[CH:28][CH:29]=[CH:30][C:31]=3[O:33][C@@H:34]3[CH2:38][CH2:37][N:36](C(=O)CO)[CH2:35]3)[N:26]=[CH:25][N:24]=2)[CH:11]=[CH:12][C:13]=1[O:14][CH2:15][C:16]1[CH:21]=[CH:20][CH:19]=[CH:18][N:17]=1, predict the reaction product. The product is: [Cl:7][C:8]1[CH:9]=[C:10]([NH:22][C:23]2[C:32]3[C:27](=[CH:28][CH:29]=[CH:30][C:31]=3[O:33][C@@H:34]3[CH2:38][CH2:37][N:36]([C:4](=[O:6])[CH2:3][O:2][CH3:1])[CH2:35]3)[N:26]=[CH:25][N:24]=2)[CH:11]=[CH:12][C:13]=1[O:14][CH2:15][C:16]1[CH:21]=[CH:20][CH:19]=[CH:18][N:17]=1. (10) Given the reactants [CH3:1][C:2]1[CH:11]=[C:10]([CH3:12])[CH:9]=[CH:8][C:3]=1[C:4]([NH:6][NH2:7])=[O:5].[N:13]#[C:14]Br.C([O-])(O)=O.[Na+], predict the reaction product. The product is: [CH3:1][C:2]1[CH:11]=[C:10]([CH3:12])[CH:9]=[CH:8][C:3]=1[C:4]1[O:5][C:14]([NH2:13])=[N:7][N:6]=1.